This data is from Reaction yield outcomes from USPTO patents with 853,638 reactions. The task is: Predict the reaction yield, written as a fraction of the theoretical maximum amount of product (1.0 means a 100% yield; for example, 0.34 means a 34% yield). The reactants are Cl[C:2]1[C:3]([NH:8][S:9]([C:12]2[CH:17]=[CH:16][CH:15]=[CH:14][C:13]=2[C:18]([F:21])([F:20])[F:19])(=[O:11])=[O:10])=[N:4][CH:5]=[CH:6][N:7]=1.[CH2:22]([OH:25])[C:23]#[CH:24].CC(O[K])=O. The catalyst is CN(C=O)C.C1C=CC([P]([Pd]([P](C2C=CC=CC=2)(C2C=CC=CC=2)C2C=CC=CC=2)([P](C2C=CC=CC=2)(C2C=CC=CC=2)C2C=CC=CC=2)[P](C2C=CC=CC=2)(C2C=CC=CC=2)C2C=CC=CC=2)(C2C=CC=CC=2)C2C=CC=CC=2)=CC=1. The product is [OH:25][CH2:22][C:23]#[C:24][C:2]1[C:3]([NH:8][S:9]([C:12]2[CH:17]=[CH:16][CH:15]=[CH:14][C:13]=2[C:18]([F:21])([F:20])[F:19])(=[O:11])=[O:10])=[N:4][CH:5]=[CH:6][N:7]=1. The yield is 0.480.